This data is from Full USPTO retrosynthesis dataset with 1.9M reactions from patents (1976-2016). The task is: Predict the reactants needed to synthesize the given product. (1) Given the product [CH:20]([N:16]1[C:15]([C:9]2[S:10][C:11]3[CH2:12][CH2:13][O:14][C:5]4[CH:4]=[CH:3][C:2]([C:31]5[CH:32]=[CH:33][C:28]([S:25]([CH3:24])(=[O:27])=[O:26])=[CH:29][CH:30]=5)=[CH:23][C:6]=4[C:7]=3[N:8]=2)=[N:19][CH:18]=[N:17]1)([CH3:22])[CH3:21], predict the reactants needed to synthesize it. The reactants are: Br[C:2]1[CH:3]=[CH:4][C:5]2[O:14][CH2:13][CH2:12][C:11]3[S:10][C:9]([C:15]4[N:16]([CH:20]([CH3:22])[CH3:21])[N:17]=[CH:18][N:19]=4)=[N:8][C:7]=3[C:6]=2[CH:23]=1.[CH3:24][S:25]([C:28]1[CH:33]=[CH:32][C:31](B(O)O)=[CH:30][CH:29]=1)(=[O:27])=[O:26]. (2) Given the product [CH2:1]([NH:8][N:9]1[C:17]2[C:12](=[N:13][CH:14]=[C:15]([C:18]3[CH:19]=[N:20][N:21]([CH:23]4[CH2:28][CH2:27][NH:26][CH2:25][CH2:24]4)[CH:22]=3)[CH:16]=2)[CH:11]=[CH:10]1)[C:2]1[CH:3]=[CH:4][CH:5]=[CH:6][CH:7]=1, predict the reactants needed to synthesize it. The reactants are: [CH2:1]([NH:8][N:9]1[C:17]2[C:12](=[N:13][CH:14]=[C:15]([C:18]3[CH:19]=[N:20][N:21]([CH:23]4[CH2:28][CH2:27][N:26](C(OC(C)(C)C)=O)[CH2:25][CH2:24]4)[CH:22]=3)[CH:16]=2)[CH:11]=[CH:10]1)[C:2]1[CH:7]=[CH:6][CH:5]=[CH:4][CH:3]=1.Cl. (3) Given the product [CH2:1]([O:8][CH2:9][CH:10]1[CH2:11][CH2:12][C:13](=[O:14])[CH2:18][CH2:19]1)[C:2]1[CH:7]=[CH:6][CH:5]=[CH:4][CH:3]=1, predict the reactants needed to synthesize it. The reactants are: [CH2:1]([O:8][CH2:9][CH:10]1[CH2:19][CH2:18][C:13]2(OCC[O:14]2)[CH2:12][CH2:11]1)[C:2]1[CH:7]=[CH:6][CH:5]=[CH:4][CH:3]=1. (4) Given the product [Br:26][C:9]1[N:8]([CH2:18][O:19][CH2:20][CH2:21][Si:22]([CH3:25])([CH3:24])[CH3:23])[C:7]([C:1]2[CH:2]=[CH:3][CH:4]=[CH:5][CH:6]=2)=[N:11][C:10]=1[C:12]1[CH:17]=[CH:16][N:15]=[CH:14][CH:13]=1, predict the reactants needed to synthesize it. The reactants are: [C:1]1([C:7]2[N:8]([CH2:18][O:19][CH2:20][CH2:21][Si:22]([CH3:25])([CH3:24])[CH3:23])[CH:9]=[C:10]([C:12]3[CH:17]=[CH:16][N:15]=[CH:14][CH:13]=3)[N:11]=2)[CH:6]=[CH:5][CH:4]=[CH:3][CH:2]=1.[Br:26]Br.C(=O)([O-])[O-].[Na+].[Na+].